Dataset: Forward reaction prediction with 1.9M reactions from USPTO patents (1976-2016). Task: Predict the product of the given reaction. (1) Given the reactants [CH2:1]([N:3]([CH2:37][CH3:38])[CH2:4][CH2:5][CH2:6][NH:7][C:8]1[N:9]=[C:10]([C:27]2[CH:28]=[C:29]([CH:33]=[CH:34][C:35]=2[CH3:36])[C:30]([OH:32])=O)[C:11]2[CH:17]=[CH:16][C:15](=[O:18])[N:14]([C:19]3[C:24]([F:25])=[CH:23][CH:22]=[CH:21][C:20]=3[F:26])[C:12]=2[N:13]=1)[CH3:2].[CH3:39][N:40](C(ON1N=NC2C=CC=CC1=2)=[N+](C)C)C.F[P-](F)(F)(F)(F)F.CN, predict the reaction product. The product is: [CH2:37]([N:3]([CH2:1][CH3:2])[CH2:4][CH2:5][CH2:6][NH:7][C:8]1[N:9]=[C:10]([C:27]2[CH:28]=[C:29]([CH:33]=[CH:34][C:35]=2[CH3:36])[C:30]([NH:40][CH3:39])=[O:32])[C:11]2[CH:17]=[CH:16][C:15](=[O:18])[N:14]([C:19]3[C:24]([F:25])=[CH:23][CH:22]=[CH:21][C:20]=3[F:26])[C:12]=2[N:13]=1)[CH3:38]. (2) The product is: [CH3:5][N:6]1[CH:10]=[C:9]([C:11]([OH:19])([C:13]#[CH:14])[CH3:12])[N:8]=[CH:7]1. Given the reactants O.O.[F-].[K+].[CH3:5][N:6]1[CH:10]=[C:9]([C:11]([OH:19])([C:13]#[C:14][Si](C)(C)C)[CH3:12])[N:8]=[CH:7]1, predict the reaction product. (3) Given the reactants [CH3:1][Si:2]([CH3:52])([CH3:51])[CH2:3][CH2:4][O:5][CH2:6][N:7]([CH2:43][O:44][CH2:45][CH2:46][Si:47]([CH3:50])([CH3:49])[CH3:48])[C:8]1[N:13]2[N:14]=[CH:15][C:16]([C:17]3[CH:18]=[N:19][C:20]4[C:25]([CH:26]=3)=[CH:24][C:23]([F:27])=[CH:22][CH:21]=4)=[C:12]2[N:11]=[C:10]([CH:28]([NH:30][C:31]([C:33]2([CH3:41])[CH2:38][O:37][C:36]([CH3:40])([CH3:39])[O:35][CH2:34]2)=[O:32])[CH3:29])[C:9]=1Br.N#N.C([Sn](CCCC)(CCCC)[C:60]([O:62][CH2:63][CH3:64])=[CH2:61])CCC, predict the reaction product. The product is: [CH3:1][Si:2]([CH3:52])([CH3:51])[CH2:3][CH2:4][O:5][CH2:6][N:7]([CH2:43][O:44][CH2:45][CH2:46][Si:47]([CH3:50])([CH3:49])[CH3:48])[C:8]1[N:13]2[N:14]=[CH:15][C:16]([C:17]3[CH:18]=[N:19][C:20]4[C:25]([CH:26]=3)=[CH:24][C:23]([F:27])=[CH:22][CH:21]=4)=[C:12]2[N:11]=[C:10]([CH:28]([NH:30][C:31]([C:33]2([CH3:41])[CH2:38][O:37][C:36]([CH3:40])([CH3:39])[O:35][CH2:34]2)=[O:32])[CH3:29])[C:9]=1[C:60]([O:62][CH2:63][CH3:64])=[CH2:61].